From a dataset of Catalyst prediction with 721,799 reactions and 888 catalyst types from USPTO. Predict which catalyst facilitates the given reaction. (1) Reactant: [C:1]([C:3]1[C:7]([C:8]2[CH:13]=[CH:12][CH:11]=[CH:10][CH:9]=2)=[CH:6][N:5]([C:14]2[CH:15]=[C:16]([CH:20]=[CH:21][N:22]=2)[C:17]([NH2:19])=O)[CH:4]=1)#[N:2].[N-:23]=[N+:24]=[N-:25].[Na+].C(#N)C.Cl[Si](Cl)(Cl)Cl. Product: [C:8]1([C:7]2[C:3]([C:1]#[N:2])=[CH:4][N:5]([C:14]3[CH:15]=[C:16]([C:17]4[NH:25][N:24]=[N:23][N:19]=4)[CH:20]=[CH:21][N:22]=3)[CH:6]=2)[CH:13]=[CH:12][CH:11]=[CH:10][CH:9]=1. The catalyst class is: 132. (2) Reactant: [F:1][C:2]1[CH:3]=[C:4]([NH:16][C:17]([NH:19][C:20]2[CH:25]=[CH:24][CH:23]=[CH:22][C:21]=2[CH3:26])=[O:18])[CH:5]=[CH:6][C:7]=1[C:8]1[C:9]([O:14]C)=[N:10][CH:11]=[CH:12][CH:13]=1. Product: [F:1][C:2]1[CH:3]=[C:4]([NH:16][C:17]([NH:19][C:20]2[CH:25]=[CH:24][CH:23]=[CH:22][C:21]=2[CH3:26])=[O:18])[CH:5]=[CH:6][C:7]=1[C:8]1[C:9](=[O:14])[NH:10][CH:11]=[CH:12][CH:13]=1. The catalyst class is: 33.